From a dataset of Full USPTO retrosynthesis dataset with 1.9M reactions from patents (1976-2016). Predict the reactants needed to synthesize the given product. (1) Given the product [CH3:18][O:17][C:3]1[CH:4]=[CH:5][C:6]([C:9]2[C:12]([CH3:13])=[N:15][NH:16][C:10]=2[NH2:11])=[CH:7][CH:8]=1, predict the reactants needed to synthesize it. The reactants are: CO[C:3]1[CH:8]=[CH:7][C:6]([CH:9]([C:12](=O)[CH3:13])[C:10]#[N:11])=[CH:5][CH:4]=1.[NH2:15][NH2:16].[OH2:17].[C:18](O)(=O)C. (2) Given the product [C:1]([C:5]1[CH:27]=[CH:26][C:8]([C:9]([NH:11][C@@H:12]([CH2:17][C:18]2[CH:23]=[CH:22][C:21](/[C:24](=[N:29]/[OH:30])/[NH2:25])=[CH:20][CH:19]=2)[C:13]([O:15][CH3:16])=[O:14])=[O:10])=[CH:7][CH:6]=1)([CH3:4])([CH3:2])[CH3:3], predict the reactants needed to synthesize it. The reactants are: [C:1]([C:5]1[CH:27]=[CH:26][C:8]([C:9]([NH:11][C@@H:12]([CH2:17][C:18]2[CH:23]=[CH:22][C:21]([C:24]#[N:25])=[CH:20][CH:19]=2)[C:13]([O:15][CH3:16])=[O:14])=[O:10])=[CH:7][CH:6]=1)([CH3:4])([CH3:3])[CH3:2].Cl.[NH2:29][OH:30]. (3) Given the product [OH:2][C:3]1[CH:4]=[C:5]2[C:10](=[CH:11][CH:12]=1)[CH:9]=[C:8]([C:13]1[O:14][C:15]3[CH:27]=[CH:26][CH:25]=[CH:24][C:16]=3[C:17]=1[C:18](=[O:23])[CH2:19][CH2:20][CH2:21][CH3:22])[CH:7]=[CH:6]2, predict the reactants needed to synthesize it. The reactants are: C[O:2][C:3]1[CH:4]=[C:5]2[C:10](=[CH:11][CH:12]=1)[CH:9]=[C:8]([C:13]1[O:14][C:15]3[CH:27]=[CH:26][CH:25]=[CH:24][C:16]=3[C:17]=1[C:18](=[O:23])[CH2:19][CH2:20][CH2:21][CH3:22])[CH:7]=[CH:6]2.B(Br)(Br)Br. (4) Given the product [CH3:8][C:5]1[CH:6]=[CH:7][C:2]([C:12]#[N:13])=[CH:3][CH:4]=1, predict the reactants needed to synthesize it. The reactants are: Br[C:2]1[CH:7]=[CH:6][C:5]([CH3:8])=[CH:4][CH:3]=1.[Cu]([C:12]#[N:13])C#N. (5) Given the product [NH2:21][C:20]1[O:1][N:2]=[C:3]([C:4]2[CH:9]=[CH:8][CH:7]=[CH:6][C:5]=2[O:10][C:11]([F:14])([F:13])[F:12])[C:19]=1[C:18]([O:17][CH3:16])=[O:22], predict the reactants needed to synthesize it. The reactants are: [OH:1][N:2]=[C:3](Cl)[C:4]1[CH:9]=[CH:8][CH:7]=[CH:6][C:5]=1[O:10][C:11]([F:14])([F:13])[F:12].[CH3:16][O:17][C:18](=[O:22])[CH2:19][C:20]#[N:21].C[O-].[Na+].